Dataset: NCI-60 drug combinations with 297,098 pairs across 59 cell lines. Task: Regression. Given two drug SMILES strings and cell line genomic features, predict the synergy score measuring deviation from expected non-interaction effect. (1) Drug 1: CCC1(CC2CC(C3=C(CCN(C2)C1)C4=CC=CC=C4N3)(C5=C(C=C6C(=C5)C78CCN9C7C(C=CC9)(C(C(C8N6C=O)(C(=O)OC)O)OC(=O)C)CC)OC)C(=O)OC)O.OS(=O)(=O)O. Drug 2: CS(=O)(=O)CCNCC1=CC=C(O1)C2=CC3=C(C=C2)N=CN=C3NC4=CC(=C(C=C4)OCC5=CC(=CC=C5)F)Cl. Cell line: HOP-62. Synergy scores: CSS=34.2, Synergy_ZIP=8.62, Synergy_Bliss=10.2, Synergy_Loewe=13.6, Synergy_HSA=12.6. (2) Drug 1: C1=CN(C(=O)N=C1N)C2C(C(C(O2)CO)O)O.Cl. Drug 2: COC1=C2C(=CC3=C1OC=C3)C=CC(=O)O2. Cell line: HOP-62. Synergy scores: CSS=37.4, Synergy_ZIP=5.55, Synergy_Bliss=10.5, Synergy_Loewe=-25.6, Synergy_HSA=6.76. (3) Drug 1: CC1=C2C(C(=O)C3(C(CC4C(C3C(C(C2(C)C)(CC1OC(=O)C(C(C5=CC=CC=C5)NC(=O)OC(C)(C)C)O)O)OC(=O)C6=CC=CC=C6)(CO4)OC(=O)C)OC)C)OC. Drug 2: C1=CN(C=N1)CC(O)(P(=O)(O)O)P(=O)(O)O. Cell line: EKVX. Synergy scores: CSS=30.2, Synergy_ZIP=-7.85, Synergy_Bliss=-4.99, Synergy_Loewe=-53.1, Synergy_HSA=-4.63.